Dataset: Choline transporter screen with 302,306 compounds. Task: Binary Classification. Given a drug SMILES string, predict its activity (active/inactive) in a high-throughput screening assay against a specified biological target. (1) The compound is Brc1c(OCC(=O)Nc2ccc(N3CCOCC3)cc2)c(cc(c1)C)C. The result is 0 (inactive). (2) The drug is S(Cc1c(cccc1)C)\C(Nc1cc(c(cc1)C)C)=C(\C(=O)NCc1occc1)C#N. The result is 0 (inactive). (3) The result is 0 (inactive). The molecule is Clc1ccc(S(=O)(=O)Nc2nc(N(C)C)nc(N(C)C)n2)cc1.